Dataset: NCI-60 drug combinations with 297,098 pairs across 59 cell lines. Task: Regression. Given two drug SMILES strings and cell line genomic features, predict the synergy score measuring deviation from expected non-interaction effect. (1) Drug 1: CC1C(C(CC(O1)OC2CC(OC(C2O)C)OC3=CC4=CC5=C(C(=O)C(C(C5)C(C(=O)C(C(C)O)O)OC)OC6CC(C(C(O6)C)O)OC7CC(C(C(O7)C)O)OC8CC(C(C(O8)C)O)(C)O)C(=C4C(=C3C)O)O)O)O. Drug 2: CCCCC(=O)OCC(=O)C1(CC(C2=C(C1)C(=C3C(=C2O)C(=O)C4=C(C3=O)C=CC=C4OC)O)OC5CC(C(C(O5)C)O)NC(=O)C(F)(F)F)O. Cell line: SF-268. Synergy scores: CSS=76.4, Synergy_ZIP=6.55, Synergy_Bliss=3.21, Synergy_Loewe=4.66, Synergy_HSA=6.11. (2) Drug 1: C1=NC2=C(N1)C(=S)N=CN2. Drug 2: COC1=NC(=NC2=C1N=CN2C3C(C(C(O3)CO)O)O)N. Cell line: HT29. Synergy scores: CSS=8.41, Synergy_ZIP=-2.42, Synergy_Bliss=-4.71, Synergy_Loewe=-33.4, Synergy_HSA=-7.88. (3) Drug 1: C1=CC(=C2C(=C1NCCNCCO)C(=O)C3=C(C=CC(=C3C2=O)O)O)NCCNCCO. Drug 2: CC12CCC3C(C1CCC2OP(=O)(O)O)CCC4=C3C=CC(=C4)OC(=O)N(CCCl)CCCl.[Na+]. Cell line: NCI-H226. Synergy scores: CSS=32.8, Synergy_ZIP=-2.36, Synergy_Bliss=-3.93, Synergy_Loewe=-30.6, Synergy_HSA=-3.22. (4) Drug 1: C1=C(C(=O)NC(=O)N1)N(CCCl)CCCl. Drug 2: CCC(=C(C1=CC=CC=C1)C2=CC=C(C=C2)OCCN(C)C)C3=CC=CC=C3.C(C(=O)O)C(CC(=O)O)(C(=O)O)O. Cell line: HS 578T. Synergy scores: CSS=12.8, Synergy_ZIP=-0.0360, Synergy_Bliss=4.06, Synergy_Loewe=-0.0797, Synergy_HSA=2.06. (5) Drug 1: CC1C(C(CC(O1)OC2CC(CC3=C2C(=C4C(=C3O)C(=O)C5=C(C4=O)C(=CC=C5)OC)O)(C(=O)C)O)N)O.Cl. Drug 2: CC(C)CN1C=NC2=C1C3=CC=CC=C3N=C2N. Cell line: UACC-257. Synergy scores: CSS=10.9, Synergy_ZIP=1.38, Synergy_Bliss=6.94, Synergy_Loewe=4.20, Synergy_HSA=4.17. (6) Drug 1: CC(C)(C#N)C1=CC(=CC(=C1)CN2C=NC=N2)C(C)(C)C#N. Drug 2: C1=NC2=C(N1)C(=S)N=CN2. Cell line: SNB-19. Synergy scores: CSS=6.25, Synergy_ZIP=-3.71, Synergy_Bliss=1.21, Synergy_Loewe=-2.93, Synergy_HSA=-1.91. (7) Drug 1: CCC1(CC2CC(C3=C(CCN(C2)C1)C4=CC=CC=C4N3)(C5=C(C=C6C(=C5)C78CCN9C7C(C=CC9)(C(C(C8N6C=O)(C(=O)OC)O)OC(=O)C)CC)OC)C(=O)OC)O.OS(=O)(=O)O. Drug 2: C1CCC(C(C1)N)N.C(=O)(C(=O)[O-])[O-].[Pt+4]. Cell line: DU-145. Synergy scores: CSS=27.7, Synergy_ZIP=1.11, Synergy_Bliss=-1.20, Synergy_Loewe=2.11, Synergy_HSA=0.711.